From a dataset of Reaction yield outcomes from USPTO patents with 853,638 reactions. Predict the reaction yield, written as a fraction of the theoretical maximum amount of product (1.0 means a 100% yield; for example, 0.34 means a 34% yield). The reactants are [NH2:1][CH2:2][C:3]([F:10])([F:9])[C:4]([O:6][CH2:7][CH3:8])=[O:5].[C:11]1(=O)[CH2:15][CH2:14][CH2:13][CH2:12]1.CC([O-])=O.[Na+].C(O[BH-](OC(=O)C)OC(=O)C)(=O)C.[Na+].C([O-])(O)=O.[Na+]. The yield is 0.890. The catalyst is CCOC(C)=O.C1COCC1. The product is [CH:11]1([NH:1][CH2:2][C:3]([F:10])([F:9])[C:4]([O:6][CH2:7][CH3:8])=[O:5])[CH2:15][CH2:14][CH2:13][CH2:12]1.